From a dataset of Catalyst prediction with 721,799 reactions and 888 catalyst types from USPTO. Predict which catalyst facilitates the given reaction. (1) Reactant: [Cl:1][C:2]1[CH:3]=[N:4][N:5]([CH3:10])[C:6]=1[C:7](O)=[O:8].ClC(N(C)C)=C(C)C.[NH:19]1[C:27]2[C:22](=[C:23]([C:28]3[CH:29]=[C:30]([NH2:37])[C:31]4[CH:32]=[N:33][NH:34][C:35]=4[CH:36]=3)[CH:24]=[CH:25][CH:26]=2)[CH:21]=[CH:20]1.C(N(CC)CC)C. Product: [Cl:1][C:2]1[CH:3]=[N:4][N:5]([CH3:10])[C:6]=1[C:7]([NH:37][C:30]1[CH:29]=[C:28]([C:23]2[CH:24]=[CH:25][CH:26]=[C:27]3[C:22]=2[CH:21]=[CH:20][NH:19]3)[CH:36]=[C:35]2[C:31]=1[CH:32]=[N:33][NH:34]2)=[O:8]. The catalyst class is: 2. (2) Reactant: [NH2:1][C:2]1[CH:12]=[C:11]([CH3:13])[C:10]([Br:14])=[CH:9][C:3]=1[C:4]([O:6][CH2:7][CH3:8])=[O:5].[C:15]([O:19][C:20](N([C:20]([O:19][C:15]([CH3:18])([CH3:17])[CH3:16])=[O:21])C1C(Br)=CC(C(F)(F)F)=C(Cl)C=1)=[O:21])([CH3:18])([CH3:17])[CH3:16]. Product: [CH3:18][C:15]([O:19][C:20]([N:1]([C:20]([O:19][C:15]([CH3:18])([CH3:17])[CH3:16])=[O:21])[C:2]1[CH:12]=[C:11]([CH3:13])[C:10]([Br:14])=[CH:9][C:3]=1[C:4]([O:6][CH2:7][CH3:8])=[O:5])=[O:21])([CH3:16])[CH3:17]. The catalyst class is: 66. (3) Reactant: [CH2:1]([CH:3]([CH2:16][CH3:17])[CH2:4][O:5][C:6]1[CH:7]=[C:8]([CH2:14][OH:15])[CH:9]=[C:10]([CH2:12][OH:13])[CH:11]=1)[CH3:2].C1C=C[NH+]=CC=1.[O-][Cr](Cl)(=O)=O. Product: [CH2:16]([CH:3]([CH2:1][CH3:2])[CH2:4][O:5][C:6]1[CH:11]=[C:10]([CH:12]=[O:13])[CH:9]=[C:8]([CH:7]=1)[CH:14]=[O:15])[CH3:17]. The catalyst class is: 2.